Dataset: Full USPTO retrosynthesis dataset with 1.9M reactions from patents (1976-2016). Task: Predict the reactants needed to synthesize the given product. (1) Given the product [F:1][C:2]1[CH:3]=[C:4]([C:9]2[CH:14]=[CH:13][CH:12]=[CH:11][CH:10]=2)[CH:5]=[C:6]([F:8])[C:7]=1[C:41]([OH:43])=[O:42], predict the reactants needed to synthesize it. The reactants are: [F:1][C:2]1[CH:3]=[C:4]([C:9]2[CH:14]=[CH:13][CH:12]=[CH:11][CH:10]=2)[CH:5]=[C:6]([F:8])[CH:7]=1.[Li]N1C(C)(C)CCCC1(C)C.[Li]CCCC.CC1CCCN(C)C1(C)C.[C:41](=[O:43])=[O:42]. (2) Given the product [CH3:1][O:2][C:3]([C:5]1[S:6][C:7]2[CH:8]([N:21]=[N+:22]=[N-:23])[CH2:9][O:10][C:11]3[CH:18]=[CH:17][C:16]([Br:19])=[CH:15][C:12]=3[C:13]=2[N:14]=1)=[O:4], predict the reactants needed to synthesize it. The reactants are: [CH3:1][O:2][C:3]([C:5]1[S:6][C:7]2[CH:8](Br)[CH2:9][O:10][C:11]3[CH:18]=[CH:17][C:16]([Br:19])=[CH:15][C:12]=3[C:13]=2[N:14]=1)=[O:4].[N-:21]=[N+:22]=[N-:23].[Na+]. (3) The reactants are: [OH:1][CH2:2][C@@H:3]1[CH2:7][N:6]([C:8]([O:10][C:11]([CH3:14])([CH3:13])[CH3:12])=[O:9])[C@H:5]([C:15]([O:17][CH3:18])=[O:16])[CH2:4]1.[C:19](C1C=CC=C(C(C)(C)C)N=1)(C)(C)C.CI. Given the product [CH3:19][O:1][CH2:2][C@@H:3]1[CH2:7][N:6]([C:8]([O:10][C:11]([CH3:13])([CH3:14])[CH3:12])=[O:9])[C@H:5]([C:15]([O:17][CH3:18])=[O:16])[CH2:4]1, predict the reactants needed to synthesize it. (4) Given the product [CH3:24][O:23][C:20]1[CH:21]=[CH:22][C:17]([C:16]2[C:15]3[C:10](=[CH:11][CH:12]=[CH:13][CH:14]=3)[N:9]([S:42]([C:33]3[CH:34]=[CH:35][CH:36]=[C:37]([C:38]([F:39])([F:40])[F:41])[CH:32]=3)(=[O:44])=[O:43])[C:8]=2[C:6]([O:5][C:1]([CH3:4])([CH3:3])[CH3:2])=[O:7])=[CH:18][CH:19]=1, predict the reactants needed to synthesize it. The reactants are: [C:1]([O:5][C:6]([C:8]1[NH:9][C:10]2[C:15]([C:16]=1[C:17]1[CH:22]=[CH:21][C:20]([O:23][CH3:24])=[CH:19][CH:18]=1)=[CH:14][CH:13]=[CH:12][CH:11]=2)=[O:7])([CH3:4])([CH3:3])[CH3:2].CC(C)([O-])C.[K+].Cl[C:32]1[C:37]([C:38]([F:41])([F:40])[F:39])=[CH:36][CH:35]=[CH:34][C:33]=1[S:42](C1C=CC=C(C(F)(F)F)C=1Cl)(=[O:44])=[O:43]. (5) Given the product [CH:1]([N:4]1[CH:12]=[N:11][C:10]2[C:5]1=[N:6][C:7]([CH:20]1[CH2:25][CH2:24][CH2:23][N:22]([C:31](=[O:34])[CH:32]=[CH2:33])[CH2:21]1)=[N:8][C:9]=2[NH:13][C:14]1[CH:15]=[N:16][N:17]([CH3:19])[CH:18]=1)([CH3:3])[CH3:2], predict the reactants needed to synthesize it. The reactants are: [CH:1]([N:4]1[CH:12]=[N:11][C:10]2[C:5]1=[N:6][C:7]([CH:20]1[CH2:25][CH2:24][CH2:23][NH:22][CH2:21]1)=[N:8][C:9]=2[NH:13][C:14]1[CH:15]=[N:16][N:17]([CH3:19])[CH:18]=1)([CH3:3])[CH3:2].C([O-])(O)=O.[Na+].[C:31](Cl)(=[O:34])[CH:32]=[CH2:33]. (6) Given the product [OH:1][CH2:2][CH2:3][CH2:4][CH2:5][C:6]1[CH:7]=[CH:8][C:9]([C:12]2[N:13]=[C:14]3[CH:19]=[C:18]([CH3:20])[CH:17]=[CH:16][N:15]3[CH:21]=2)=[CH:10][CH:11]=1, predict the reactants needed to synthesize it. The reactants are: [OH:1][CH2:2][CH2:3][C:4]#[C:5][C:6]1[CH:11]=[CH:10][C:9]([C:12]2[N:13]=[C:14]3[CH:19]=[C:18]([CH3:20])[CH:17]=[CH:16][N:15]3[CH:21]=2)=[CH:8][CH:7]=1. (7) Given the product [Cl:1][C:2]1[N:3]=[CH:4][C:5]([C:6]([NH:16][C:15]2[CH:17]=[CH:18][C:12]([CH3:11])=[CH:13][C:14]=2[N+:19]([O-:21])=[O:20])=[O:7])=[CH:9][CH:10]=1, predict the reactants needed to synthesize it. The reactants are: [Cl:1][C:2]1[CH:10]=[CH:9][C:5]([C:6](Cl)=[O:7])=[CH:4][N:3]=1.[CH3:11][C:12]1[CH:18]=[CH:17][C:15]([NH2:16])=[C:14]([N+:19]([O-:21])=[O:20])[CH:13]=1. (8) Given the product [Cl:1][C:2]1[CH:3]=[CH:4][C:5]([C:31]#[N:32])=[C:6]([C:8]2[C:13]([O:14][CH3:15])=[CH:12][N:11]([CH:16]([CH2:24][C:25]3([CH3:29])[CH2:28][O:27][CH2:26]3)[C:17]([OH:19])=[O:18])[C:10](=[O:30])[CH:9]=2)[CH:7]=1, predict the reactants needed to synthesize it. The reactants are: [Cl:1][C:2]1[CH:3]=[CH:4][C:5]([C:31]#[N:32])=[C:6]([C:8]2[C:13]([O:14][CH3:15])=[CH:12][N:11]([CH:16]([CH2:24][C:25]3([CH3:29])[CH2:28][O:27][CH2:26]3)[C:17]([O:19]C(C)(C)C)=[O:18])[C:10](=[O:30])[CH:9]=2)[CH:7]=1.C(O)C.[OH-].[Li+].Cl. (9) Given the product [CH3:9][O:8][C:6]1[N:5]=[C:4]([NH:10][CH2:11][CH2:12][C:13]2[CH:18]=[CH:17][C:16]([O:19][CH3:20])=[CH:15][CH:14]=2)[CH:3]=[C:2]([C:26]2[CH:25]=[N:24][C:23]([O:22][CH3:21])=[CH:28][CH:27]=2)[N:7]=1, predict the reactants needed to synthesize it. The reactants are: Cl[C:2]1[N:7]=[C:6]([O:8][CH3:9])[N:5]=[C:4]([NH:10][CH2:11][CH2:12][C:13]2[CH:18]=[CH:17][C:16]([O:19][CH3:20])=[CH:15][CH:14]=2)[CH:3]=1.[CH3:21][O:22][C:23]1[CH:28]=[CH:27][C:26](B(O)O)=[CH:25][N:24]=1.C([O-])([O-])=O.[Cs+].[Cs+].